This data is from Catalyst prediction with 721,799 reactions and 888 catalyst types from USPTO. The task is: Predict which catalyst facilitates the given reaction. (1) Reactant: [Si]([O:8][CH2:9][CH2:10][O:11][C:12]1[C:17]([O:18][CH2:19][C:20]2[C:25]([O:26][CH3:27])=[CH:24][CH:23]=[CH:22][C:21]=2[F:28])=[CH:16][C:15]([N:29]2[C:37](=[O:38])[NH:36][C:35]3[C:30]2=[N:31][C:32]([CH:41]([C:47]([O:49][CH2:50][CH3:51])=[O:48])[C:42]([O:44][CH2:45][CH3:46])=[O:43])=[N:33][C:34]=3[O:39][CH3:40])=[C:14]([Cl:52])[CH:13]=1)(C(C)(C)C)(C)C.[Si](OCCOC1C(OCC2C(OC)=CC=CC=2F)=CC(N)=C(Cl)C=1)(C(C)(C)C)(C)C.[F-].C([N+](CCCC)(CCCC)CCCC)CCC. Product: [Cl:52][C:14]1[CH:13]=[C:12]([O:11][CH2:10][CH2:9][OH:8])[C:17]([O:18][CH2:19][C:20]2[C:25]([O:26][CH3:27])=[CH:24][CH:23]=[CH:22][C:21]=2[F:28])=[CH:16][C:15]=1[N:29]1[C:37](=[O:38])[NH:36][C:35]2[C:30]1=[N:31][C:32]([CH:41]([C:42]([O:44][CH2:45][CH3:46])=[O:43])[C:47]([O:49][CH2:50][CH3:51])=[O:48])=[N:33][C:34]=2[O:39][CH3:40]. The catalyst class is: 7. (2) Reactant: [Br:1][C:2]1[CH:8]=[C:7]([CH:9]([CH3:11])[CH3:10])[C:5]([NH2:6])=[C:4]([CH:12]([CH3:14])[CH3:13])[CH:3]=1.[Li]CCCC.Cl[Si:21]([CH3:32])([CH3:31])[CH:22]1[C:26]([CH3:27])=[C:25]([CH3:28])[C:24]([CH3:29])=[C:23]1[CH3:30]. Product: [Br:1][C:2]1[CH:8]=[C:7]([CH:9]([CH3:10])[CH3:11])[C:5]([NH:6][Si:21]([CH3:31])([CH3:32])[CH:22]2[C:26]([CH3:27])=[C:25]([CH3:28])[C:24]([CH3:29])=[C:23]2[CH3:30])=[C:4]([CH:12]([CH3:14])[CH3:13])[CH:3]=1. The catalyst class is: 1. (3) Reactant: [CH2:1]([N:5]1[C:10]2=[N:11][C:12]([O:15][CH3:16])=[CH:13][N:14]=[C:9]2[CH:8]=[CH:7][C:6]1=[O:17])[CH2:2][CH:3]=[CH2:4].[OH2:18].C([O:21]CC)C. Product: [OH:18][CH:3]([CH2:4][OH:21])[CH2:2][CH2:1][N:5]1[C:10]2=[N:11][C:12]([O:15][CH3:16])=[CH:13][N:14]=[C:9]2[CH:8]=[CH:7][C:6]1=[O:17]. The catalyst class is: 107. (4) Reactant: [C:1]([O:5][C:6]([N:8]1[CH2:13][CH2:12][CH:11]([OH:14])[CH2:10][CH2:9]1)=[O:7])([CH3:4])([CH3:3])[CH3:2].C(=O)([O-])[O-].[Cs+].[Cs+].CN(C=O)C.Cl[C:27]1[N:32]=[CH:31][C:30]([Br:33])=[CH:29][N:28]=1. Product: [C:1]([O:5][C:6]([N:8]1[CH2:13][CH2:12][CH:11]([O:14][C:27]2[N:32]=[CH:31][C:30]([Br:33])=[CH:29][N:28]=2)[CH2:10][CH2:9]1)=[O:7])([CH3:4])([CH3:2])[CH3:3]. The catalyst class is: 6.